Dataset: Catalyst prediction with 721,799 reactions and 888 catalyst types from USPTO. Task: Predict which catalyst facilitates the given reaction. Reactant: Cl[C:2]1[C:3]2[CH:10]=[CH:9][S:8][C:4]=2[N:5]=[CH:6][N:7]=1.[CH3:11][O:12][C:13]1[CH:14]=[C:15]([C:21]2[C@@H:30]3[C@@H:25]([CH2:26][CH:27]=[CH:28][CH2:29]3)[C:24](=[O:31])[N:23]([CH:32]3[CH2:37][CH2:36][N:35](C4C=CC([N+]([O-])=O)=CC=4)[CH2:34][CH2:33]3)[N:22]=2)[CH:16]=[CH:17][C:18]=1[O:19][CH3:20]. Product: [CH3:11][O:12][C:13]1[CH:14]=[C:15]([C:21]2[C@@H:30]3[C@@H:25]([CH2:26][CH:27]=[CH:28][CH2:29]3)[C:24](=[O:31])[N:23]([CH:32]3[CH2:37][CH2:36][N:35]([C:2]4[C:3]5[CH:10]=[CH:9][S:8][C:4]=5[N:5]=[CH:6][N:7]=4)[CH2:34][CH2:33]3)[N:22]=2)[CH:16]=[CH:17][C:18]=1[O:19][CH3:20]. The catalyst class is: 6.